This data is from Retrosynthesis with 50K atom-mapped reactions and 10 reaction types from USPTO. The task is: Predict the reactants needed to synthesize the given product. (1) The reactants are: COC(=O)c1cncn1Cc1ccccc1. Given the product OCc1cncn1Cc1ccccc1, predict the reactants needed to synthesize it. (2) Given the product COC(=O)c1cccc([N+](=O)[O-])c1NCc1ccc(-c2ccccc2-c2nnnn2Cc2ccc(OC)cc2)cc1, predict the reactants needed to synthesize it. The reactants are: COC(=O)c1cccc([N+](=O)[O-])c1N(Cc1ccc(-c2ccccc2-c2nnnn2Cc2ccc(OC)cc2)cc1)C(=O)OC(C)(C)C. (3) Given the product COc1ccc(C(=O)NNC(=S)NCC(C)C)c(OC)c1, predict the reactants needed to synthesize it. The reactants are: CC(C)CN=C=S.COc1ccc(C(=O)NN)c(OC)c1. (4) Given the product Cc1cccc(Nc2nc(-c3ccncc3Br)cs2)c1, predict the reactants needed to synthesize it. The reactants are: Cc1cccc(NC(N)=S)c1.O=C(CBr)c1ccncc1Br. (5) Given the product Cc1c(Cc2ccc(Br)cc2)c(=O)[nH]c2c(F)ccc(OCC(=O)OC(C)(C)C)c12, predict the reactants needed to synthesize it. The reactants are: CC(C)(C)OC(=O)CBr.Cc1c(Cc2ccc(Br)cc2)c(=O)[nH]c2c(F)ccc(O)c12. (6) The reactants are: O=C1c2cccc(Br)c2CN1CCc1ccc2ccccc2n1.OB(O)c1cccnc1. Given the product O=C1c2cccc(-c3cccnc3)c2CN1CCc1ccc2ccccc2n1, predict the reactants needed to synthesize it.